Dataset: Full USPTO retrosynthesis dataset with 1.9M reactions from patents (1976-2016). Task: Predict the reactants needed to synthesize the given product. Given the product [OH:13][C:10]([C:3]1[C:4]([O:8][CH3:9])=[CH:5][CH:6]=[CH:7][C:2]=1[NH:1][C:21](=[O:23])[CH3:22])([CH3:11])[CH3:12], predict the reactants needed to synthesize it. The reactants are: [NH2:1][C:2]1[CH:7]=[CH:6][CH:5]=[C:4]([O:8][CH3:9])[C:3]=1[C:10]([OH:13])([CH3:12])[CH3:11].C(N(CC)CC)C.[C:21](Cl)(=[O:23])[CH3:22].[NH4+].[Cl-].